Dataset: NCI-60 drug combinations with 297,098 pairs across 59 cell lines. Task: Regression. Given two drug SMILES strings and cell line genomic features, predict the synergy score measuring deviation from expected non-interaction effect. (1) Drug 1: CN(CCCl)CCCl.Cl. Drug 2: CS(=O)(=O)OCCCCOS(=O)(=O)C. Cell line: A498. Synergy scores: CSS=9.14, Synergy_ZIP=-5.99, Synergy_Bliss=-5.15, Synergy_Loewe=-5.96, Synergy_HSA=-2.64. (2) Drug 1: C1C(C(OC1N2C=C(C(=O)NC2=O)F)CO)O. Drug 2: B(C(CC(C)C)NC(=O)C(CC1=CC=CC=C1)NC(=O)C2=NC=CN=C2)(O)O. Cell line: MOLT-4. Synergy scores: CSS=93.0, Synergy_ZIP=0.509, Synergy_Bliss=-0.118, Synergy_Loewe=-1.66, Synergy_HSA=-0.227.